Predict the reaction yield, written as a fraction of the theoretical maximum amount of product (1.0 means a 100% yield; for example, 0.34 means a 34% yield). From a dataset of Reaction yield outcomes from USPTO patents with 853,638 reactions. (1) The reactants are BrC1C=C(N2[C:14]3=[N:15][CH:16]=[CH:17][C:18]([C:19]4[CH:20]=[N:21][C:22]5[C:27]([CH:28]=4)=[CH:26][CH:25]=[CH:24][CH:23]=5)=[C:13]3C(CC)=C2)C=CC=1C#N.[NH2:31][CH2:32][CH2:33][CH2:34][CH2:35]O.C(C1C2C(=NC=CC=2C2C=NC3C(C=2)=CC=CC=3)N([C:58]2[CH:65]=[CH:64][C:61]([C:62]#[N:63])=[C:60]([NH:66][CH2:67][CH2:68][CH2:69][CH2:70][OH:71])[CH:59]=2)C=1)C. No catalyst specified. The product is [CH2:34]([C:33]1[C:13]2[C:14](=[N:15][CH:16]=[CH:17][C:18]=2[C:19]2[CH:20]=[N:21][C:22]3[C:27]([CH:28]=2)=[CH:26][CH:25]=[CH:24][CH:23]=3)[N:31]([C:59]2[C:60]([NH:66][CH2:67][CH2:68][CH2:69][CH2:70][OH:71])=[C:61]([CH:64]=[CH:65][CH:58]=2)[C:62]#[N:63])[CH:32]=1)[CH3:35]. The yield is 0.380. (2) The reactants are N[C:2]1[CH:3]=[CH:4][C:5]([CH3:13])=[C:6]([CH:12]=1)[C:7]([O:9][CH2:10][CH3:11])=[O:8].N([O-])=[O:15].[Na+]. The catalyst is S(=O)(=O)(O)O.O.C(OCC)(=O)C. The product is [OH:15][C:2]1[CH:3]=[CH:4][C:5]([CH3:13])=[C:6]([CH:12]=1)[C:7]([O:9][CH2:10][CH3:11])=[O:8]. The yield is 0.860.